Predict the product of the given reaction. From a dataset of Forward reaction prediction with 1.9M reactions from USPTO patents (1976-2016). Given the reactants [CH2:1]([NH2:8])[CH2:2][CH2:3][CH2:4][CH2:5][CH2:6][CH3:7].N1[CH:14]=[CH:13]C=CC=1.C(Cl)(=[O:17])C, predict the reaction product. The product is: [CH2:3]([CH2:2][C:1]([NH2:8])=[O:17])[CH2:4][CH2:5][CH2:6][CH2:7][CH2:13][CH3:14].